This data is from Reaction yield outcomes from USPTO patents with 853,638 reactions. The task is: Predict the reaction yield, written as a fraction of the theoretical maximum amount of product (1.0 means a 100% yield; for example, 0.34 means a 34% yield). (1) The reactants are Br[C:2]1[CH:10]=[CH:9][C:8]([C:11]([NH2:13])=[O:12])=[C:7]2[C:3]=1[C:4]1[CH2:17][N:16]([C:18]([C:31]3[CH:36]=[CH:35][CH:34]=[CH:33][CH:32]=3)([C:25]3[CH:30]=[CH:29][CH:28]=[CH:27][CH:26]=3)[C:19]3[CH:24]=[CH:23][CH:22]=[CH:21][CH:20]=3)[CH2:15][CH2:14][C:5]=1[NH:6]2.[CH3:37][C:38]1[C:43](B2OC(C)(C)C(C)(C)O2)=[CH:42][CH:41]=[CH:40][C:39]=1[N:53]1[C:62](=[O:63])[C:61]2[C:56](=[CH:57][CH:58]=[CH:59][CH:60]=2)[N:55]=[CH:54]1.C(=O)([O-])[O-].[Na+].[Na+]. The catalyst is C1(C)C=CC=CC=1.C(O)C.CCOC(C)=O.C1C=CC([P]([Pd]([P](C2C=CC=CC=2)(C2C=CC=CC=2)C2C=CC=CC=2)([P](C2C=CC=CC=2)(C2C=CC=CC=2)C2C=CC=CC=2)[P](C2C=CC=CC=2)(C2C=CC=CC=2)C2C=CC=CC=2)(C2C=CC=CC=2)C2C=CC=CC=2)=CC=1. The product is [CH3:37][C:38]1[C:39]([N:53]2[C:62](=[O:63])[C:61]3[C:56](=[CH:57][CH:58]=[CH:59][CH:60]=3)[N:55]=[CH:54]2)=[CH:40][CH:41]=[CH:42][C:43]=1[C:2]1[CH:10]=[CH:9][C:8]([C:11]([NH2:13])=[O:12])=[C:7]2[C:3]=1[C:4]1[CH2:17][N:16]([C:18]([C:19]3[CH:24]=[CH:23][CH:22]=[CH:21][CH:20]=3)([C:25]3[CH:30]=[CH:29][CH:28]=[CH:27][CH:26]=3)[C:31]3[CH:36]=[CH:35][CH:34]=[CH:33][CH:32]=3)[CH2:15][CH2:14][C:5]=1[NH:6]2. The yield is 0.700. (2) The reactants are [C:1]([C:3]1[C:4]([C:38]([OH:40])=[O:39])=[N:5][C:6]([C:9]2[CH:14]=[CH:13][C:12]([O:15][CH3:16])=[C:11]([CH:17]3[C:30]4[C:29](=[O:31])[CH2:28][C:27]([CH3:33])([CH3:32])[CH2:26][C:25]=4[O:24][C:23]4[CH2:22][C:21]([CH3:35])([CH3:34])[CH2:20][C:19](=[O:36])[C:18]3=4)[C:10]=2[CH3:37])=[CH:7][CH:8]=1)#[CH:2].[H][H].ClCCl. The catalyst is CO.[C].[Pd]. The product is [CH2:1]([C:3]1[C:4]([C:38]([OH:40])=[O:39])=[N:5][C:6]([C:9]2[CH:14]=[CH:13][C:12]([O:15][CH3:16])=[C:11]([CH:17]3[C:30]4[C:29](=[O:31])[CH2:28][C:27]([CH3:32])([CH3:33])[CH2:26][C:25]=4[O:24][C:23]4[CH2:22][C:21]([CH3:34])([CH3:35])[CH2:20][C:19](=[O:36])[C:18]3=4)[C:10]=2[CH3:37])=[CH:7][CH:8]=1)[CH3:2]. The yield is 0.370.